From a dataset of Forward reaction prediction with 1.9M reactions from USPTO patents (1976-2016). Predict the product of the given reaction. (1) The product is: [F:19][C:16]1[CH:17]=[CH:18][C:13]([NH:12][C:6]2[C:5]3[C:10](=[CH:11][CH:2]=[CH:3][CH:4]=3)[N:9]=[CH:8][CH:7]=2)=[CH:14][CH:15]=1. Given the reactants Cl[C:2]1[CH:11]=[C:10]2[C:5]([C:6]([NH:12][C:13]3[CH:18]=[CH:17][C:16]([F:19])=[CH:15][CH:14]=3)=[CH:7][CH:8]=[N:9]2)=[CH:4][CH:3]=1.[H][H], predict the reaction product. (2) Given the reactants [C:1]([O:5][C:6](=[O:30])[C:7]1[CH:12]=[CH:11][C:10]([C:13](=[O:28])/[CH:14]=[C:15](\[C:20]2[CH:25]=[C:24]([Cl:26])[CH:23]=[C:22]([Cl:27])[CH:21]=2)/[C:16]([F:19])([F:18])[F:17])=[CH:9][C:8]=1[CH3:29])([CH3:4])([CH3:3])[CH3:2].[Cl-].[NH4+].[N+:33]([CH3:36])([O-:35])=[O:34], predict the reaction product. The product is: [C:1]([O:5][C:6](=[O:30])[C:7]1[CH:12]=[CH:11][C:10]([C:13](=[O:28])[CH2:14][C@@:15]([C:20]2[CH:25]=[C:24]([Cl:26])[CH:23]=[C:22]([Cl:27])[CH:21]=2)([CH2:36][N+:33]([O-:35])=[O:34])[C:16]([F:17])([F:19])[F:18])=[CH:9][C:8]=1[CH3:29])([CH3:4])([CH3:3])[CH3:2]. (3) The product is: [CH2:1]([O:8][C:9]1[CH:10]=[CH:11][C:12]([Br:25])=[C:13]([N:15]([CH2:32][C:31]2[CH:34]=[CH:35][C:28]([O:27][CH3:26])=[CH:29][CH:30]=2)[C:16]([CH:18]2[CH2:19][N:20]([C:22]([O:24][C:2]([CH3:7])([CH3:3])[CH3:1])=[O:23])[CH2:21]2)=[O:17])[CH:14]=1)[C:2]1[CH:3]=[CH:4][CH:5]=[CH:6][CH:7]=1. Given the reactants [CH2:1]([O:8][C:9]1[CH:10]=[CH:11][C:12]([Br:25])=[C:13]([NH:15][C:16]([CH:18]2[CH2:21][N:20]([C:22]([O-:24])=[O:23])[CH2:19]2)=[O:17])[CH:14]=1)[C:2]1[CH:7]=[CH:6][CH:5]=[CH:4][CH:3]=1.[CH3:26][O:27][C:28]1[CH:35]=[CH:34][C:31]([CH2:32]Cl)=[CH:30][CH:29]=1.C([O-])([O-])=O.[K+].[K+], predict the reaction product. (4) Given the reactants [CH2:1]([O:3][C:4]1[C:12]([O:13][CH2:14][CH3:15])=[CH:11][CH:10]=[CH:9][C:5]=1[CH2:6][NH:7][CH3:8])[CH3:2].CNCC1C=CC2C(=CC=CC=2)C=1CCC.[ClH:32].[N:33]1([CH2:39][CH2:40][N:41]2[CH2:46][C:45]3[CH:47]=[C:48](/[CH:51]=[CH:52]/[C:53]([OH:55])=O)[CH:49]=[N:50][C:44]=3[NH:43][C:42]2=[O:56])[CH2:38][CH2:37][O:36][CH2:35][CH2:34]1, predict the reaction product. The product is: [ClH:32].[CH2:1]([O:3][C:4]1[C:12]([O:13][CH2:14][CH3:15])=[CH:11][CH:10]=[CH:9][C:5]=1[CH2:6][N:7]([CH3:8])[C:53](=[O:55])/[CH:52]=[CH:51]/[C:48]1[CH:49]=[N:50][C:44]2[NH:43][C:42](=[O:56])[N:41]([CH2:40][CH2:39][N:33]3[CH2:34][CH2:35][O:36][CH2:37][CH2:38]3)[CH2:46][C:45]=2[CH:47]=1)[CH3:2].